From a dataset of Catalyst prediction with 721,799 reactions and 888 catalyst types from USPTO. Predict which catalyst facilitates the given reaction. (1) The catalyst class is: 6. Product: [C:14]([C:18]1[N:22]([CH2:23][CH:24]2[CH2:29][CH2:28][O:27][CH2:26][CH2:25]2)[C:21]2[CH:30]=[CH:31][C:32]([S:34]([N:37]3[CH:41]=[C:40]([C:42]([NH:4][CH2:3][CH2:1][OH:2])=[O:43])[CH:39]=[N:38]3)(=[O:36])=[O:35])=[CH:33][C:20]=2[N:19]=1)([CH3:17])([CH3:15])[CH3:16]. Reactant: [CH2:1]([CH2:3][NH2:4])[OH:2].CCN(C(C)C)C(C)C.[C:14]([C:18]1[N:22]([CH2:23][CH:24]2[CH2:29][CH2:28][O:27][CH2:26][CH2:25]2)[C:21]2[CH:30]=[CH:31][C:32]([S:34]([N:37]3[CH:41]=[C:40]([C:42](O)=[O:43])[CH:39]=[N:38]3)(=[O:36])=[O:35])=[CH:33][C:20]=2[N:19]=1)([CH3:17])([CH3:16])[CH3:15].CN(C(ON1N=NC2C=CC=NC1=2)=[N+](C)C)C.F[P-](F)(F)(F)(F)F. (2) Reactant: [F:1][C:2]1[CH:26]=[C:25]([N+:27]([O-:29])=[O:28])[CH:24]=[CH:23][C:3]=1[O:4][C:5]1[CH:10]=[CH:9][N:8]=[C:7]2[CH:11]=[C:12]([C:14]3[N:15]([CH3:22])[C:16]([C:19](Cl)=[O:20])=[CH:17][N:18]=3)[S:13][C:6]=12.[NH:30]1[CH2:34][CH2:33][CH2:32][CH2:31]1. Product: [F:1][C:2]1[CH:26]=[C:25]([N+:27]([O-:29])=[O:28])[CH:24]=[CH:23][C:3]=1[O:4][C:5]1[CH:10]=[CH:9][N:8]=[C:7]2[CH:11]=[C:12]([C:14]3[N:15]([CH3:22])[C:16]([C:19]([N:30]4[CH2:34][CH2:33][CH2:32][CH2:31]4)=[O:20])=[CH:17][N:18]=3)[S:13][C:6]=12. The catalyst class is: 2. (3) Reactant: [F:1][C:2]1[CH:15]=[CH:14][C:5]([O:6][CH2:7][C:8]([O:10]C(C)C)=[O:9])=[C:4]([CH3:16])[C:3]=1[NH:17][CH2:18][C:19]1[CH:24]=[C:23]([CH3:25])[CH:22]=[C:21]([C:26]2[CH:31]=[CH:30][CH:29]=[C:28]([F:32])[CH:27]=2)[C:20]=1[F:33].[OH-].[Na+].Cl. Product: [F:1][C:2]1[CH:15]=[CH:14][C:5]([O:6][CH2:7][C:8]([OH:10])=[O:9])=[C:4]([CH3:16])[C:3]=1[NH:17][CH2:18][C:19]1[CH:24]=[C:23]([CH3:25])[CH:22]=[C:21]([C:26]2[CH:31]=[CH:30][CH:29]=[C:28]([F:32])[CH:27]=2)[C:20]=1[F:33]. The catalyst class is: 20. (4) Reactant: [N-:1]([S:9]([C:12]([F:15])([F:14])[F:13])(=[O:11])=[O:10])[S:2]([C:5]([F:8])([F:7])[F:6])(=[O:4])=[O:3].[Li+].[Br-].[CH3:18][N+:19]1[CH:23]=[CH:22][N:21]([CH2:24][CH2:25][CH2:26][CH2:27][CH2:28][CH2:29][CH2:30][CH2:31][CH2:32][CH2:33][CH2:34][CH2:35][CH2:36][CH2:37][CH2:38][CH3:39])[CH:20]=1. Product: [N-:1]([S:2]([C:5]([F:8])([F:6])[F:7])(=[O:4])=[O:3])[S:9]([C:12]([F:15])([F:14])[F:13])(=[O:11])=[O:10].[CH3:18][N+:19]1[CH:23]=[CH:22][N:21]([CH2:24][CH2:25][CH2:26][CH2:27][CH2:28][CH2:29][CH2:30][CH2:31][CH2:32][CH2:33][CH2:34][CH2:35][CH2:36][CH2:37][CH2:38][CH3:39])[CH:20]=1. The catalyst class is: 283. (5) Reactant: Cl[CH2:2][C:3]#[C:4][CH2:5][N:6]1[C:14](=[O:15])[C:13]2[C:8](=[CH:9][CH:10]=[CH:11][CH:12]=2)[C:7]1=[O:16].[CH2:17]([NH:19][CH2:20][CH3:21])[CH3:18].O. Product: [CH2:17]([N:19]([CH2:20][CH3:21])[CH2:2][C:3]#[C:4][CH2:5][N:6]1[C:14](=[O:15])[C:13]2[C:8](=[CH:9][CH:10]=[CH:11][CH:12]=2)[C:7]1=[O:16])[CH3:18]. The catalyst class is: 10. (6) Product: [OH:13][C:6]1[CH:7]=[CH:12][C:3]([CH:1]([P:26](=[O:33])([O:30][CH3:31])[O:27][CH3:28])[NH:23][C:21]2[S:22][C:18]3[CH:17]=[C:16]([O:15][CH3:14])[CH:25]=[CH:24][C:19]=3[N:20]=2)=[CH:4][CH:5]=1. The catalyst class is: 11. Reactant: [CH:1]([C:3]1[CH:4]=[CH:5][C:6]([OH:13])=[C:7]([CH:12]=1)C(OC)=O)=O.[CH3:14][O:15][C:16]1[CH:25]=[CH:24][C:19]2[N:20]=[C:21]([NH2:23])[S:22][C:18]=2[CH:17]=1.[P:26]([O-:33])([O:30][CH2:31]C)[O:27][CH2:28]C. (7) Reactant: C[O:2][C:3](=[O:39])[C@@H:4]([NH:8][S:9]([C:12]1[CH:17]=[CH:16][C:15]([C:18]2[CH:23]=[CH:22][C:21]([NH:24][C:25]([C:27]3[O:28][C:29]4[CH:36]=[CH:35][CH:34]=[C:33]([O:37][CH3:38])[C:30]=4[C:31]=3[CH3:32])=[O:26])=[CH:20][CH:19]=2)=[CH:14][CH:13]=1)(=[O:11])=[O:10])[CH:5]([CH3:7])[CH3:6].[Li+].[OH-]. Product: [CH3:38][O:37][C:33]1[C:30]2[C:31]([CH3:32])=[C:27]([C:25]([NH:24][C:21]3[CH:20]=[CH:19][C:18]([C:15]4[CH:16]=[CH:17][C:12]([S:9]([NH:8][C@@H:4]([CH:5]([CH3:6])[CH3:7])[C:3]([OH:39])=[O:2])(=[O:10])=[O:11])=[CH:13][CH:14]=4)=[CH:23][CH:22]=3)=[O:26])[O:28][C:29]=2[CH:36]=[CH:35][CH:34]=1. The catalyst class is: 1. (8) Reactant: [H-].[Na+].[CH2:3]([O:10][C:11]([NH:13][CH:14](P(OCC)(OCC)=O)[C:15]([O:17][CH3:18])=[O:16])=[O:12])[C:4]1[CH:9]=[CH:8][CH:7]=[CH:6][CH:5]=1.[CH:27]([C:29]1[C:34]([NH:35][C:36](=[O:42])[O:37][C:38]([CH3:41])([CH3:40])[CH3:39])=[CH:33][CH:32]=[C:31]([C:43]2[CH:48]=[CH:47][CH:46]=[CH:45][CH:44]=2)[N:30]=1)=O. Product: [CH2:3]([O:10][C:11]([NH:13]/[C:14](=[CH:27]\[C:29]1[C:34]([NH:35][C:36]([O:37][C:38]([CH3:41])([CH3:39])[CH3:40])=[O:42])=[CH:33][CH:32]=[C:31]([C:43]2[CH:48]=[CH:47][CH:46]=[CH:45][CH:44]=2)[N:30]=1)/[C:15]([O:17][CH3:18])=[O:16])=[O:12])[C:4]1[CH:5]=[CH:6][CH:7]=[CH:8][CH:9]=1. The catalyst class is: 1.